This data is from Catalyst prediction with 721,799 reactions and 888 catalyst types from USPTO. The task is: Predict which catalyst facilitates the given reaction. (1) Reactant: [CH3:1][C:2]1[N:3]=[C:4]([NH2:7])[S:5][CH:6]=1.[C:8](OC(=O)C)(=[O:10])[CH3:9].CC([O-])=O.[Na+]. Product: [CH3:1][C:2]1[N:3]=[C:4]([NH:7][C:8](=[O:10])[CH3:9])[S:5][CH:6]=1. The catalyst class is: 52. (2) Reactant: [Cl:1][C:2]1[C:7]([F:8])=[CH:6][CH:5]=[C:4]([Cl:9])[C:3]=1[C@H:10]([O:12][C:13]1[C:14]([NH:38]C(OC(C)(C)C)=O)=[N:15][CH:16]=[C:17]([C:19]2[CH:20]=[N:21][N:22]([CH:24]3[CH2:29][CH2:28][N:27](NC(OC(C)(C)C)=O)[CH2:26][CH2:25]3)[CH:23]=2)[CH:18]=1)[CH3:11].Cl.C(O)C. Product: [CH3:11][C@@H:10]([O:12][C:13]1[CH:18]=[C:17]([C:19]2[CH:20]=[N:21][N:22]([CH:24]3[CH2:29][CH2:28][NH:27][CH2:26][CH2:25]3)[CH:23]=2)[CH:16]=[N:15][C:14]=1[NH2:38])[C:3]1[C:4]([Cl:9])=[CH:5][CH:6]=[C:7]([F:8])[C:2]=1[Cl:1]. The catalyst class is: 4. (3) Reactant: [CH2:1]([O:3][C:4](=[O:15])[C:5](=[CH:11]OCC)[C:6]([O:8][CH2:9][CH3:10])=[O:7])[CH3:2].[I:16][C:17]1[CH:23]=[CH:22][C:20]([NH2:21])=[CH:19][CH:18]=1. Product: [I:16][C:17]1[CH:23]=[CH:22][C:20]([NH:21][CH:11]=[C:5]([C:4]([O:3][CH2:1][CH3:2])=[O:15])[C:6]([O:8][CH2:9][CH3:10])=[O:7])=[CH:19][CH:18]=1. The catalyst class is: 11.